This data is from Peptide-MHC class I binding affinity with 185,985 pairs from IEDB/IMGT. The task is: Regression. Given a peptide amino acid sequence and an MHC pseudo amino acid sequence, predict their binding affinity value. This is MHC class I binding data. (1) The peptide sequence is LDLVLLNLL. The MHC is HLA-B44:02 with pseudo-sequence HLA-B44:02. The binding affinity (normalized) is 0. (2) The peptide sequence is AVIWYDGSNK. The MHC is HLA-A01:01 with pseudo-sequence HLA-A01:01. The binding affinity (normalized) is 0.